From a dataset of Full USPTO retrosynthesis dataset with 1.9M reactions from patents (1976-2016). Predict the reactants needed to synthesize the given product. Given the product [Br:3][C:4]1[CH:5]=[C:6]([C:10]2([C:11]#[N:12])[CH2:15][CH2:14]2)[CH:7]=[N:8][CH:9]=1, predict the reactants needed to synthesize it. The reactants are: [OH-].[Na+].[Br:3][C:4]1[CH:5]=[C:6]([CH2:10][C:11]#[N:12])[CH:7]=[N:8][CH:9]=1.Br[CH2:14][CH2:15]Cl.